Dataset: Full USPTO retrosynthesis dataset with 1.9M reactions from patents (1976-2016). Task: Predict the reactants needed to synthesize the given product. (1) The reactants are: [CH3:1][O:2][C:3]([NH:5][C@@H:6]([CH:56]([CH3:58])[CH3:57])[C:7]([N:9]1[CH2:13][CH2:12][CH2:11][C@H:10]1[C:14]1[NH:18][C:17]2[CH:19]=[C:20]([C:23]3[CH:55]=[CH:54][C:26]4[C:27]5[CH:33]=[CH:32][C:31]([C:34]6[NH:38][C:37]([C@@H:39]7[CH2:43][CH2:42][CH2:41][N:40]7C(OCC7C=CC=CC=7)=O)=[N:36][CH:35]=6)=[CH:30][C:28]=5[S:29][C:25]=4[CH:24]=3)[CH:21]=[CH:22][C:16]=2[N:15]=1)=[O:8])=[O:4].C(=O)([O-])[O-].[K+].[K+].[CH3:65][O:66][C:67]([NH:69][C@H:70]([C:74]1[CH:79]=[CH:78][CH:77]=[CH:76][CH:75]=1)[C:71](O)=[O:72])=[O:68].CCOC(C(C#N)=NOC(N1CCOCC1)=[N+](C)C)=O.F[P-](F)(F)(F)(F)F. Given the product [CH3:1][O:2][C:3]([NH:5][C@@H:6]([CH:56]([CH3:58])[CH3:57])[C:7]([N:9]1[CH2:13][CH2:12][CH2:11][C@H:10]1[C:14]1[NH:18][C:22]2[CH:21]=[C:20]([C:23]3[CH:55]=[CH:54][C:26]4[C:27]5[CH:33]=[CH:32][C:31]([C:34]6[NH:38][C:37]([C@@H:39]7[CH2:43][CH2:42][CH2:41][N:40]7[C:71](=[O:72])[C@H:70]([NH:69][C:67](=[O:68])[O:66][CH3:65])[C:74]7[CH:79]=[CH:78][CH:77]=[CH:76][CH:75]=7)=[N:36][CH:35]=6)=[CH:30][C:28]=5[S:29][C:25]=4[CH:24]=3)[CH:19]=[CH:17][C:16]=2[N:15]=1)=[O:8])=[O:4], predict the reactants needed to synthesize it. (2) Given the product [F:4][C:5]1[CH:10]=[C:9]([F:11])[C:8]([F:12])=[CH:7][C:6]=1[NH:13][C:14]1[O:18][C:17]([C:19]([NH:21][C:22]2[CH:23]=[CH:24][C:25]([O:26][C@@H:27]3[CH2:28][CH2:29][C@H:30]([C:33]([OH:35])=[O:34])[CH2:31][CH2:32]3)=[CH:38][CH:39]=2)=[O:20])=[N:16][N:15]=1, predict the reactants needed to synthesize it. The reactants are: O.[OH-].[Li+].[F:4][C:5]1[CH:10]=[C:9]([F:11])[C:8]([F:12])=[CH:7][C:6]=1[NH:13][C:14]1[O:18][C:17]([C:19]([NH:21][C:22]2[CH:39]=[CH:38][C:25]([O:26][C@@H:27]3[CH2:32][CH2:31][C@H:30]([C:33]([O:35]CC)=[O:34])[CH2:29][CH2:28]3)=[CH:24][CH:23]=2)=[O:20])=[N:16][N:15]=1.O.CO.